This data is from Reaction yield outcomes from USPTO patents with 853,638 reactions. The task is: Predict the reaction yield, written as a fraction of the theoretical maximum amount of product (1.0 means a 100% yield; for example, 0.34 means a 34% yield). (1) The reactants are [CH3:1][N:2]([C@@H:4]1[C:22](=[O:23])[C:21]([C:24]([NH2:26])=[O:25])=[C:20]([OH:27])[C@:19]2([OH:28])[C@H:5]1[CH2:6][C@H:7]1[C:16]([C:17]2=[O:18])=[C:15]([OH:29])[C:14]2[C:9](=[C:10](I)[CH:11]=[CH:12][C:13]=2[OH:30])[CH2:8]1)[CH3:3]. The catalyst is CC([O-])=O.CC([O-])=O.[Pd+2].CO. The product is [CH3:1][N:2]([C@@H:4]1[C:22](=[O:23])[C:21]([C:24]([NH2:26])=[O:25])=[C:20]([OH:27])[C@:19]2([OH:28])[C@H:5]1[CH2:6][C@H:7]1[C:16]([C:17]2=[O:18])=[C:15]([OH:29])[C:14]2[C:9](=[C:10]([C:4]3[CH:22]=[CH:21][CH:20]=[CH:19][CH:5]=3)[CH:11]=[CH:12][C:13]=2[OH:30])[CH2:8]1)[CH3:3]. The yield is 0.420. (2) The reactants are [OH:1][C:2]1[CH:3]=[C:4]([C:12]([O:14][CH3:15])=[O:13])[CH:5]=[C:6]([CH:11]=1)[C:7]([O:9][CH3:10])=[O:8].F[C:17]1[CH:22]=[CH:21][C:20]([N+:23]([O-:25])=[O:24])=[CH:19][CH:18]=1.CN(C)C=O.C1(C)C=CC=CC=1. The catalyst is O. The product is [N+:23]([C:20]1[CH:21]=[CH:22][C:17]([O:1][C:2]2[CH:11]=[C:6]([C:7]([O:9][CH3:10])=[O:8])[CH:5]=[C:4]([CH:3]=2)[C:12]([O:14][CH3:15])=[O:13])=[CH:18][CH:19]=1)([O-:25])=[O:24]. The yield is 0.680. (3) The reactants are C(O)(C(F)(F)F)=O.[F:8][C:9]1[CH:10]=[C:11]([NH:20][C:21]([C@@H:23]2[N:32]([C:33]([C@H:35]3[CH2:38][C@H:37]([CH2:39][C:40]([O:42]C(C)(C)C)=[O:41])[CH2:36]3)=[O:34])[CH2:31][CH2:30][C:29]3[N:28]=[C:27]([O:47][CH3:48])[CH:26]=[CH:25][C:24]2=3)=[O:22])[CH:12]=[C:13]2[C:17]=1[C:16]([CH3:19])([CH3:18])[CH2:15][CH2:14]2. No catalyst specified. The yield is 0.840. The product is [F:8][C:9]1[CH:10]=[C:11]([NH:20][C:21]([C@@H:23]2[N:32]([C:33]([C@H:35]3[CH2:38][C@H:37]([CH2:39][C:40]([OH:42])=[O:41])[CH2:36]3)=[O:34])[CH2:31][CH2:30][C:29]3[N:28]=[C:27]([O:47][CH3:48])[CH:26]=[CH:25][C:24]2=3)=[O:22])[CH:12]=[C:13]2[C:17]=1[C:16]([CH3:19])([CH3:18])[CH2:15][CH2:14]2. (4) The reactants are [NH2:1][C:2]1[C:7]([N+:8]([O-:10])=[O:9])=[CH:6][CH:5]=[CH:4][C:3]=1[OH:11].CN(C)C=O.C(=O)([O-])[O-].[K+].[K+].Br[CH2:24][C:25]([O:27][C:28]([CH3:31])([CH3:30])[CH3:29])=[O:26]. The catalyst is O. The product is [NH2:1][C:2]1[C:7]([N+:8]([O-:10])=[O:9])=[CH:6][CH:5]=[CH:4][C:3]=1[O:11][CH2:24][C:25]([O:27][C:28]([CH3:31])([CH3:30])[CH3:29])=[O:26]. The yield is 0.820. (5) The yield is 0.810. The reactants are N[C:2]1[CH:9]=[C:8]([F:10])[C:5]([C:6]#[N:7])=[C:4]([Cl:11])[CH:3]=1.S(=O)(=O)(O)O.N([O-])=O.[Na+].[I-:21].[K+]. The catalyst is O.CC#N. The product is [Cl:11][C:4]1[CH:3]=[C:2]([I:21])[CH:9]=[C:8]([F:10])[C:5]=1[C:6]#[N:7]. (6) The reactants are [O:1]=[C:2]1[C:10]2[C:5](=[CH:6][C:7]([N+:11]([O-])=O)=[CH:8][CH:9]=2)[C:4](=[O:14])[N:3]1[CH:15]1[CH2:20][CH2:19][C:18](=[O:21])[NH:17][C:16]1=[O:22]. The catalyst is O1CCOCC1.[Pd]. The product is [O:1]=[C:2]1[C:10]2[C:5](=[CH:6][C:7]([NH2:11])=[CH:8][CH:9]=2)[C:4](=[O:14])[N:3]1[CH:15]1[CH2:20][CH2:19][C:18](=[O:21])[NH:17][C:16]1=[O:22]. The yield is 0.690. (7) The reactants are [CH2:1]([O:3][C:4](=[O:8])[C@H:5]([CH3:7])[NH2:6])[CH3:2].[CH2:9]1[CH2:15][S:12](=[O:14])(=[O:13])[O:11][CH2:10]1. The catalyst is O1CCCC1. The product is [CH2:1]([O:3][C:4](=[O:8])[C@@H:5]([NH:6][CH2:10][CH2:9][CH2:15][S:12]([OH:14])(=[O:13])=[O:11])[CH3:7])[CH3:2]. The yield is 0.420.